This data is from Full USPTO retrosynthesis dataset with 1.9M reactions from patents (1976-2016). The task is: Predict the reactants needed to synthesize the given product. (1) Given the product [CH3:26][C:24]1[CH:23]=[CH:22][N:21]=[C:20]([CH:18]=[O:28])[CH:25]=1, predict the reactants needed to synthesize it. The reactants are: [H-].C([Al+]CC(C)C)C(C)C.C1(C)C=CC=CC=1.[C:18]([C:20]1[CH:25]=[C:24]([CH3:26])[CH:23]=[CH:22][N:21]=1)#N.Cl.[OH2:28]. (2) The reactants are: [F:1][C:2]1[CH:7]=[C:6]([O:8][CH2:9][CH2:10][O:11][CH3:12])[CH:5]=[CH:4][C:3]=1[NH:13][C:14]1[O:15][CH2:16][C:17](=[O:24])[C:18]=1[C:19]([O:21][CH2:22][CH3:23])=[O:20].[NH:25]1[C:33]2[C:28](=[CH:29][CH:30]=[CH:31][N:32]=2)[C:27]([CH:34]=O)=[CH:26]1.[OH-].[Na+]. Given the product [NH:25]1[C:33]2=[N:32][CH:31]=[CH:30][CH:29]=[C:28]2[C:27]([CH:34]=[C:16]2[O:15][C:14]([NH:13][C:3]3[CH:4]=[CH:5][C:6]([O:8][CH2:9][CH2:10][O:11][CH3:12])=[CH:7][C:2]=3[F:1])=[C:18]([C:19]([O:21][CH2:22][CH3:23])=[O:20])[C:17]2=[O:24])=[CH:26]1, predict the reactants needed to synthesize it. (3) Given the product [CH3:18][S:3]([CH2:9][N:10]1[CH:14]=[CH:13][C:12]([N+:15]([O-:17])=[O:16])=[N:11]1)(=[O:5])=[O:2], predict the reactants needed to synthesize it. The reactants are: O[O:2][S:3]([O-:5])=O.[K+].CS[CH2:9][N:10]1[CH:14]=[CH:13][C:12]([N+:15]([O-:17])=[O:16])=[N:11]1.[CH3:18]O. (4) The reactants are: [Br:1][C:2]1[CH:18]=[CH:17][C:5]([O:6][Si:7]([CH:14]([CH3:16])[CH3:15])([CH:11]([CH3:13])[CH3:12])[CH:8]([CH3:10])[CH3:9])=[C:4]([F:19])[CH:3]=1.[C:20](=O)=O.CC(C)=O.[Li+].CC([N-]C(C)C)C.C(C1C=CC=CC=1)C.CI. Given the product [Br:1][C:2]1[CH:18]=[CH:17][C:5]([O:6][Si:7]([CH:14]([CH3:16])[CH3:15])([CH:8]([CH3:9])[CH3:10])[CH:11]([CH3:12])[CH3:13])=[C:4]([F:19])[C:3]=1[CH3:20], predict the reactants needed to synthesize it. (5) Given the product [Cl:1][C:2]1[CH:3]=[CH:4][C:5]([C:8]2[C:14]3[CH:15]=[CH:16][CH:17]=[CH:18][C:13]=3[N:12]3[C:19]([CH3:22])=[N:20][N:21]=[C:11]3[CH:10]([CH2:23][C:24]([N:69]3[CH2:70][C:67]4([CH2:64][O:65][CH2:66]4)[CH2:68]3)=[O:26])[CH:9]=2)=[CH:6][CH:7]=1, predict the reactants needed to synthesize it. The reactants are: [Cl:1][C:2]1[CH:7]=[CH:6][C:5]([C:8]2[C:14]3[CH:15]=[CH:16][CH:17]=[CH:18][C:13]=3[N:12]3[C:19]([CH3:22])=[N:20][N:21]=[C:11]3[CH:10]([CH2:23][C:24]([OH:26])=O)[CH:9]=2)=[CH:4][CH:3]=1.CN(C(ON1N=NC2C=CC=NC1=2)=[N+](C)C)C.F[P-](F)(F)(F)(F)F.C(N(CC)CC)C.C(O)(=O)C(O)=O.[CH2:64]1[C:67]2([CH2:70][NH:69][CH2:68]2)[CH2:66][O:65]1. (6) Given the product [Br:13][C:9]1[CH:8]=[C:3]2[C:2](=[CH:11][C:10]=1[Cl:12])[N:1]=[C:15]([OH:16])[N:14]=[C:4]2[OH:5], predict the reactants needed to synthesize it. The reactants are: [NH2:1][C:2]1[CH:11]=[C:10]([Cl:12])[C:9]([Br:13])=[CH:8][C:3]=1[C:4](OC)=[O:5].[NH2:14][C:15](N)=[O:16]. (7) Given the product [O:13]=[S:14]1(=[O:37])[C:18]2[CH:19]=[CH:20][CH:21]=[CH:22][C:17]=2[C:16]([NH:23][C@@H:24]([CH2:29][C:30]2[CH:35]=[CH:34][C:33]([O:12][CH2:11][C:9]3[CH:8]=[CH:7][C:6]4[O:1][CH2:2][CH2:3][O:4][C:5]=4[CH:10]=3)=[CH:32][CH:31]=2)[C:25]([O:27][CH3:28])=[O:26])=[N:15]1, predict the reactants needed to synthesize it. The reactants are: [O:1]1[C:6]2[CH:7]=[CH:8][C:9]([CH2:11][OH:12])=[CH:10][C:5]=2[O:4][CH2:3][CH2:2]1.[O:13]=[S:14]1(=[O:37])[C:18]2[CH:19]=[CH:20][CH:21]=[CH:22][C:17]=2[C:16]([NH:23][C@@H:24]([CH2:29][C:30]2[CH:35]=[CH:34][C:33](O)=[CH:32][CH:31]=2)[C:25]([O:27][CH3:28])=[O:26])=[N:15]1.C1(P(C2C=CC=CC=2)C2C=CC=CC=2)C=CC=CC=1.CC(OC(/N=N/C(OC(C)C)=O)=O)C.